This data is from Peptide-MHC class I binding affinity with 185,985 pairs from IEDB/IMGT. The task is: Regression. Given a peptide amino acid sequence and an MHC pseudo amino acid sequence, predict their binding affinity value. This is MHC class I binding data. (1) The peptide sequence is IPYLRNYMVI. The MHC is HLA-A68:02 with pseudo-sequence HLA-A68:02. The binding affinity (normalized) is 0.108. (2) The peptide sequence is FLLALLSCLT. The MHC is HLA-A02:03 with pseudo-sequence HLA-A02:03. The binding affinity (normalized) is 0.535. (3) The peptide sequence is SDYLELDTI. The MHC is HLA-B45:01 with pseudo-sequence HLA-B45:01. The binding affinity (normalized) is 0.0405. (4) The peptide sequence is DSKGISHFY. The MHC is HLA-A30:02 with pseudo-sequence HLA-A30:02. The binding affinity (normalized) is 0.614. (5) The peptide sequence is ARADGILRF. The MHC is HLA-A03:01 with pseudo-sequence HLA-A03:01. The binding affinity (normalized) is 0.0847. (6) The peptide sequence is YMYRVWSPL. The MHC is HLA-B40:13 with pseudo-sequence YHTKYREIFTNTYENIAYLSYNYYTWAVLAYEWY. The binding affinity (normalized) is 0.661. (7) The peptide sequence is FIYFGKKQY. The MHC is HLA-A68:02 with pseudo-sequence HLA-A68:02. The binding affinity (normalized) is 0.213. (8) The MHC is Mamu-A01 with pseudo-sequence Mamu-A01. The binding affinity (normalized) is 0.253. The peptide sequence is TNPYNTPTFAI.